The task is: Predict which catalyst facilitates the given reaction.. This data is from Catalyst prediction with 721,799 reactions and 888 catalyst types from USPTO. (1) Reactant: [CH2:1]([N:8]1[CH2:13][CH2:12][CH:11]([C:14]([O:16][CH2:17][CH3:18])=[O:15])[C:10](=[O:19])[CH2:9]1)[C:2]1[CH:7]=[CH:6][CH:5]=[CH:4][CH:3]=1.C[Si]([N-][Si](C)(C)C)(C)C.[K+].Br[CH2:31][C:32]#[N:33]. Product: [CH2:1]([N:8]1[CH2:13][CH2:12][C:11]([CH2:31][C:32]#[N:33])([C:14]([O:16][CH2:17][CH3:18])=[O:15])[C:10](=[O:19])[CH2:9]1)[C:2]1[CH:3]=[CH:4][CH:5]=[CH:6][CH:7]=1. The catalyst class is: 7. (2) Reactant: Cl.[CH3:2][O:3][C:4]([C:6]1([NH2:11])[CH2:10][CH2:9][CH2:8][CH2:7]1)=[O:5].[Cl:12][C:13]1[C:14]([CH3:23])=[C:15]([S:19](Cl)(=[O:21])=[O:20])[CH:16]=[CH:17][CH:18]=1.C(N(CC)CC)C.O. Product: [CH3:2][O:3][C:4]([C:6]1([NH:11][S:19]([C:15]2[CH:16]=[CH:17][CH:18]=[C:13]([Cl:12])[C:14]=2[CH3:23])(=[O:20])=[O:21])[CH2:10][CH2:9][CH2:8][CH2:7]1)=[O:5]. The catalyst class is: 2.